Dataset: Full USPTO retrosynthesis dataset with 1.9M reactions from patents (1976-2016). Task: Predict the reactants needed to synthesize the given product. (1) Given the product [CH2:50]([CH:19]1[C@@:18]([CH2:36][F:37])([C:26]2[CH:31]=[C:30]([N+:32]([O-:34])=[O:33])[CH:29]=[CH:28][C:27]=2[F:35])[N:17]=[C:16]([N:8]([C:6]([O:5][C:1]([CH3:2])([CH3:3])[CH3:4])=[O:7])[C:9](=[O:15])[O:10][C:11]([CH3:14])([CH3:12])[CH3:13])[C:21]([CH3:23])([CH3:22])[S:20]1(=[O:25])=[O:24])[CH:49]=[CH2:48], predict the reactants needed to synthesize it. The reactants are: [C:1]([O:5][C:6]([N:8]([C:16]1[C:21]([CH3:23])([CH3:22])[S:20](=[O:25])(=[O:24])[CH2:19][C@@:18]([CH2:36][F:37])([C:26]2[CH:31]=[C:30]([N+:32]([O-:34])=[O:33])[CH:29]=[CH:28][C:27]=2[F:35])[N:17]=1)[C:9](=[O:15])[O:10][C:11]([CH3:14])([CH3:13])[CH3:12])=[O:7])([CH3:4])([CH3:3])[CH3:2].C[Si]([N-][Si](C)(C)C)(C)C.[Li+].[CH2:48](Br)[CH:49]=[CH2:50]. (2) The reactants are: [N:1]1[CH:6]=[C:5]([C:7]([NH:9][C:10]2([C:13]([OH:15])=O)[CH2:12][CH2:11]2)=[O:8])[CH:4]=[N:3][CH:2]=1.[Cl:16][C:17]1[CH:32]=[CH:31][C:20]([O:21][C:22]2[CH:27]=[CH:26][C:25]([CH:28]([NH2:30])[CH3:29])=[CH:24][CH:23]=2)=[C:19]([F:33])[CH:18]=1. Given the product [Cl:16][C:17]1[CH:32]=[CH:31][C:20]([O:21][C:22]2[CH:23]=[CH:24][C:25]([CH:28]([NH:30][C:13]([C:10]3([NH:9][C:7]([C:5]4[CH:4]=[N:3][CH:2]=[N:1][CH:6]=4)=[O:8])[CH2:11][CH2:12]3)=[O:15])[CH3:29])=[CH:26][CH:27]=2)=[C:19]([F:33])[CH:18]=1, predict the reactants needed to synthesize it. (3) Given the product [Cl:1][C:2]([Cl:13])=[CH:3][C:4]1[CH:9]=[CH:8][CH:7]=[CH:6][C:5]=1[NH2:10], predict the reactants needed to synthesize it. The reactants are: [Cl:1][C:2]([Cl:13])=[CH:3][C:4]1[CH:9]=[CH:8][CH:7]=[CH:6][C:5]=1[N+:10]([O-])=O. (4) The reactants are: C([O:3][C:4](=[O:31])[CH2:5][CH2:6][CH2:7][S:8][C:9]1[N:13]([CH2:14][C:15]2[C:24]3[C:19](=[CH:20][CH:21]=[CH:22][CH:23]=3)[CH:18]=[CH:17][CH:16]=2)[C:12]2[CH:25]=[CH:26][C:27]([C:29]#[N:30])=[CH:28][C:11]=2[N:10]=1)C.[OH-].[Li+]. Given the product [C:15]1([CH2:14][N:13]2[C:12]3[CH:25]=[CH:26][C:27]([C:29]#[N:30])=[CH:28][C:11]=3[N:10]=[C:9]2[S:8][CH2:7][CH2:6][CH2:5][C:4]([OH:31])=[O:3])[C:24]2[C:19](=[CH:20][CH:21]=[CH:22][CH:23]=2)[CH:18]=[CH:17][CH:16]=1, predict the reactants needed to synthesize it. (5) Given the product [CH:1]([O:4][C:5]1[CH:10]=[C:9]2[C:8](=[CH:7][CH:6]=1)[NH:15][C:12](=[O:13])[CH2:11]2)([CH3:3])[CH3:2], predict the reactants needed to synthesize it. The reactants are: [CH:1]([O:4][C:5]1[CH:6]=[CH:7][C:8]([N+:15]([O-])=O)=[C:9]([CH2:11][C:12](O)=[O:13])[CH:10]=1)([CH3:3])[CH3:2].